This data is from Reaction yield outcomes from USPTO patents with 853,638 reactions. The task is: Predict the reaction yield, written as a fraction of the theoretical maximum amount of product (1.0 means a 100% yield; for example, 0.34 means a 34% yield). (1) The reactants are [CH3:1][C:2]1[C:10]([N+:11]([O-])=[O:12])=[CH:9][CH:8]=[CH:7][C:3]=1[C:4](=S)[NH2:5].[NH2:14][NH2:15].[OH2:16]. The catalyst is C(O)C. The product is [CH3:1][C:2]1[C:10]([N+:11]([O-:12])=[O:16])=[CH:9][CH:8]=[CH:7][C:3]=1[C:4](=[NH:5])[NH:14][NH2:15]. The yield is 0.860. (2) The reactants are Br[C:2]1[C:7](=[O:8])[N:6]([CH2:9][C:10]2[CH:15]=[CH:14][C:13]([C:16]3[C:17]([C:22]#[N:23])=[CH:18][CH:19]=[CH:20][CH:21]=3)=[CH:12][CH:11]=2)[C:5]([CH2:24][CH2:25][CH3:26])=[N:4][C:3]=1[CH3:27].[CH:28]([O:31][C:32]1[CH:37]=[CH:36][C:35](B(O)O)=[CH:34][CH:33]=1)([CH3:30])[CH3:29].C(=O)([O-])[O-].[Cs+].[Cs+]. The catalyst is O1CCOCC1.C(OCC)(=O)C.C1C=CC(P(C2C=CC=CC=2)[C-]2C=CC=C2)=CC=1.C1C=CC(P(C2C=CC=CC=2)[C-]2C=CC=C2)=CC=1.Cl[Pd]Cl.[Fe+2]. The product is [CH:28]([O:31][C:32]1[CH:37]=[CH:36][C:35]([C:2]2[C:7](=[O:8])[N:6]([CH2:9][C:10]3[CH:15]=[CH:14][C:13]([C:16]4[C:17]([C:22]#[N:23])=[CH:18][CH:19]=[CH:20][CH:21]=4)=[CH:12][CH:11]=3)[C:5]([CH2:24][CH2:25][CH3:26])=[N:4][C:3]=2[CH3:27])=[CH:34][CH:33]=1)([CH3:30])[CH3:29]. The yield is 0.890. (3) The reactants are [CH3:1][C:2]1[C:3]([CH2:8][N:9]([CH2:15][C:16]2[C:21]([CH3:22])=[CH:20][CH:19]=[CH:18][N:17]=2)[CH2:10][CH2:11][CH2:12][CH2:13][NH2:14])=[N:4][CH:5]=[CH:6][CH:7]=1.Cl.N1C=CC([C:29]([NH2:31])=[NH:30])=N1.CCN(C(C)C)C(C)C. The catalyst is CN(C=O)C. The product is [CH3:1][C:2]1[C:3]([CH2:8][N:9]([CH2:15][C:16]2[C:21]([CH3:22])=[CH:20][CH:19]=[CH:18][N:17]=2)[CH2:10][CH2:11][CH2:12][CH2:13][NH:14][C:29]([NH2:31])=[NH:30])=[N:4][CH:5]=[CH:6][CH:7]=1. The yield is 0.640. (4) The reactants are Cl.C(OC([N:9]1[CH2:14][CH2:13][CH:12]([O:15][C:16]2[CH:21]=[CH:20][C:19]([Cl:22])=[CH:18][C:17]=2[NH:23][C:24]([C:26]2[CH:27]=[N:28][N:29]3[CH:34]=[CH:33][CH:32]=[N:31][C:30]=23)=[O:25])[CH2:11][CH2:10]1)=O)(C)(C)C. The catalyst is ClCCl. The product is [ClH:22].[Cl:22][C:19]1[CH:20]=[CH:21][C:16]([O:15][CH:12]2[CH2:13][CH2:14][NH:9][CH2:10][CH2:11]2)=[C:17]([NH:23][C:24]([C:26]2[CH:27]=[N:28][N:29]3[CH:34]=[CH:33][CH:32]=[N:31][C:30]=23)=[O:25])[CH:18]=1. The yield is 0.720. (5) The reactants are [CH2:1]=[CH:2][C@@H:3]1[C@:20]2([CH3:21])[C@H:6]([C@H:7]3[C@H:17]([CH2:18][CH2:19]2)[C@:15]2([CH3:16])[C:10](=[CH:11][C:12](=[O:22])[CH:13]=[CH:14]2)[CH2:9][CH2:8]3)[CH2:5][CH2:4]1.C=C[C@@H]1[C@]2(C)[C@H]([C@H]3[C@H](CC2)[C@]2(C)C(C[C@@H](O)CC2)=CC3)CC1. The catalyst is C1(C)C=CC=CC=1.C1(=O)CCCCC1. The product is [CH2:1]=[CH:2][C@@H:3]1[C@:20]2([CH3:21])[C@H:6]([C@H:7]3[C@H:17]([CH2:18][CH2:19]2)[C@:15]2([CH3:16])[C:10](=[CH:11][C:12](=[O:22])[CH2:13][CH2:14]2)[CH2:9][CH2:8]3)[CH2:5][CH2:4]1. The yield is 0.880.